From a dataset of Full USPTO retrosynthesis dataset with 1.9M reactions from patents (1976-2016). Predict the reactants needed to synthesize the given product. (1) Given the product [C:1]1([CH2:7][C:8]([NH:13][C:12]([NH:25][C:26]2[CH:47]=[CH:46][C:29]([O:30][C:31]3[CH:32]=[CH:33][C:34]4[N:35]([CH:37]=[C:38]([NH:40][C:41]([CH:43]5[CH2:44][CH2:45]5)=[O:42])[N:39]=4)[N:36]=3)=[CH:28][CH:27]=2)=[S:11])=[O:9])[CH:6]=[CH:5][CH:4]=[CH:3][CH:2]=1, predict the reactants needed to synthesize it. The reactants are: [C:1]1([CH2:7][C:8](Cl)=[O:9])[CH:6]=[CH:5][CH:4]=[CH:3][CH:2]=1.[S-:11][C:12]#[N:13].[K+].C1(C)C=CC=CC=1.C(O)C.[NH2:25][C:26]1[CH:47]=[CH:46][C:29]([O:30][C:31]2[CH:32]=[CH:33][C:34]3[N:35]([CH:37]=[C:38]([NH:40][C:41]([CH:43]4[CH2:45][CH2:44]4)=[O:42])[N:39]=3)[N:36]=2)=[CH:28][CH:27]=1. (2) Given the product [Si:7]([C:5]1[N:1]=[N:2][NH:3][CH:4]=1)([CH3:9])([CH3:8])[CH3:6], predict the reactants needed to synthesize it. The reactants are: [NH:1]1[CH:5]=[CH:4][N:3]=[N:2]1.[CH3:6][Si:7](Cl)([CH3:9])[CH3:8]. (3) Given the product [CH3:1][O:2][C:3](=[O:19])[CH:4]=[C:5]1[C:18]2[C:13](=[CH:14][CH:15]=[CH:16][CH:17]=2)[C:7]2([CH2:8][CH2:9][N:10]([S:27]([C:24]3[CH:25]=[CH:26][C:21]([Cl:20])=[CH:22][CH:23]=3)(=[O:29])=[O:28])[CH2:11][CH2:12]2)[CH2:6]1, predict the reactants needed to synthesize it. The reactants are: [CH3:1][O:2][C:3](=[O:19])[CH:4]=[C:5]1[C:18]2[C:13](=[CH:14][CH:15]=[CH:16][CH:17]=2)[C:7]2([CH2:12][CH2:11][NH:10][CH2:9][CH2:8]2)[CH2:6]1.[Cl:20][C:21]1[CH:26]=[CH:25][C:24]([S:27](Cl)(=[O:29])=[O:28])=[CH:23][CH:22]=1.